Dataset: Forward reaction prediction with 1.9M reactions from USPTO patents (1976-2016). Task: Predict the product of the given reaction. Given the reactants [NH:1]1[C:9]2[C:4](=[CH:5][CH:6]=[CH:7][CH:8]=2)[C:3]([C:10](=[O:31])[CH:11]([N:18]([C:23]2[CH:28]=[CH:27][CH:26]=[C:25]([O:29][CH3:30])[CH:24]=2)[C:19](=[O:22])[CH2:20]Cl)[C:12]2[CH:17]=[CH:16][CH:15]=[CH:14][CH:13]=2)=[CH:2]1.[CH3:32][NH:33][CH3:34], predict the reaction product. The product is: [NH:1]1[C:9]2[C:4](=[CH:5][CH:6]=[CH:7][CH:8]=2)[C:3]([C:10](=[O:31])[CH:11]([N:18]([C:23]2[CH:28]=[CH:27][CH:26]=[C:25]([O:29][CH3:30])[CH:24]=2)[C:19](=[O:22])[CH2:20][N:33]([CH3:34])[CH3:32])[C:12]2[CH:17]=[CH:16][CH:15]=[CH:14][CH:13]=2)=[CH:2]1.